The task is: Predict the reactants needed to synthesize the given product.. This data is from Full USPTO retrosynthesis dataset with 1.9M reactions from patents (1976-2016). (1) Given the product [CH2:1]([C:3]([F:31])([CH2:29][CH3:30])[CH2:4][N:5]1[CH2:6][CH2:7][CH:8]([CH2:11][O:12][C:13]2[N:18]=[CH:17][C:16]([C:19]3[CH:27]=[CH:26][C:22]([C:23]([N:55]4[CH2:60][CH2:59][CH2:58][C@@H:57]([OH:61])[CH2:56]4)=[O:25])=[C:21]([F:28])[CH:20]=3)=[CH:15][CH:14]=2)[CH2:9][CH2:10]1)[CH3:2], predict the reactants needed to synthesize it. The reactants are: [CH2:1]([C:3]([F:31])([CH2:29][CH3:30])[CH2:4][N:5]1[CH2:10][CH2:9][CH:8]([CH2:11][O:12][C:13]2[N:18]=[CH:17][C:16]([C:19]3[CH:27]=[CH:26][C:22]([C:23]([OH:25])=O)=[C:21]([F:28])[CH:20]=3)=[CH:15][CH:14]=2)[CH2:7][CH2:6]1)[CH3:2].C(Cl)CCl.C1C=CC2N(O)N=NC=2C=1.CCN(C(C)C)C(C)C.[NH:55]1[CH2:60][CH2:59][CH2:58][C@@H:57]([OH:61])[CH2:56]1. (2) Given the product [CH2:11]([O:18][CH2:19][CH:20]([CH2:21][O:22][CH2:23][C:24]1[CH:25]=[CH:26][CH:27]=[CH:28][CH:29]=1)[O:30][CH2:2][CH2:3][O:4][CH:5]1[CH2:10][CH2:9][CH2:8][CH2:7][O:6]1)[C:12]1[CH:13]=[CH:14][CH:15]=[CH:16][CH:17]=1, predict the reactants needed to synthesize it. The reactants are: Br[CH2:2][CH2:3][O:4][CH:5]1[CH2:10][CH2:9][CH2:8][CH2:7][O:6]1.[CH2:11]([O:18][CH2:19][CH:20]([OH:30])[CH2:21][O:22][CH2:23][C:24]1[CH:29]=[CH:28][CH:27]=[CH:26][CH:25]=1)[C:12]1[CH:17]=[CH:16][CH:15]=[CH:14][CH:13]=1.[OH-].[Na+].O. (3) The reactants are: [CH3:1][C:2]1[CH:3]=[C:4]([N:19]2[CH:23]=[C:22]([CH:24]3[CH2:29][CH2:28][CH:27]([C:30]([O:32]CC)=[O:31])[CH2:26][CH2:25]3)[N:21]=[CH:20]2)[CH:5]=[C:6]([NH:8][C:9]2[N:14]=[C:13]([C:15]([F:18])([F:17])[F:16])[CH:12]=[CH:11][N:10]=2)[CH:7]=1.[OH-].[Na+].Cl. Given the product [CH3:1][C:2]1[CH:3]=[C:4]([N:19]2[CH:23]=[C:22]([C@H:24]3[CH2:29][CH2:28][C@H:27]([C:30]([OH:32])=[O:31])[CH2:26][CH2:25]3)[N:21]=[CH:20]2)[CH:5]=[C:6]([NH:8][C:9]2[N:14]=[C:13]([C:15]([F:18])([F:16])[F:17])[CH:12]=[CH:11][N:10]=2)[CH:7]=1.[CH3:1][C:2]1[CH:3]=[C:4]([N:19]2[CH:23]=[C:22]([C@@H:24]3[CH2:29][CH2:28][C@H:27]([C:30]([OH:32])=[O:31])[CH2:26][CH2:25]3)[N:21]=[CH:20]2)[CH:5]=[C:6]([NH:8][C:9]2[N:14]=[C:13]([C:15]([F:18])([F:16])[F:17])[CH:12]=[CH:11][N:10]=2)[CH:7]=1, predict the reactants needed to synthesize it. (4) The reactants are: [Cl:1][C:2]1[CH:3]=[CH:4][C:5]([O:19][CH2:20][C:21]2[CH:26]=[CH:25][C:24]([Cl:27])=[CH:23][C:22]=2[F:28])=[C:6]([CH:18]=1)[CH2:7][N:8]1[C:12]2=[N:13][CH:14]=[CH:15][C:16](I)=[C:11]2[CH2:10][CH2:9]1.[CH3:29][N:30](C=O)C. Given the product [Cl:1][C:2]1[CH:3]=[CH:4][C:5]([O:19][CH2:20][C:21]2[CH:26]=[CH:25][C:24]([Cl:27])=[CH:23][C:22]=2[F:28])=[C:6]([CH:18]=1)[CH2:7][N:8]1[C:12]2[N:13]=[CH:14][CH:15]=[C:16]([C:29]#[N:30])[C:11]=2[CH2:10][CH2:9]1, predict the reactants needed to synthesize it. (5) The reactants are: [CH:1]([N:4]1[C:8](=[O:9])[C:7](=[O:10])[CH:6](C)[NH:5]1)([CH3:3])[CH3:2].C(N1C(=O)C(=O)C(C2C=CC=CC=2)N1)(C)C.C(N1C(=O)C(=O)C(C2C=CC(Cl)=CC=2)N1)(C)C.C(N1C(=O)C(=O)C(C2C=CC=C(OC)C=2)N1)(C)C.C(N1C(=O)C(=O)C(C2C=CC(OC)=CC=2)N1)(C)C.C(N1C(=O)C(=O)C(C2C=CC=C([N+]([O-])=O)C=2)N1)(C)C.C(N1C(=O)C(=O)C(C2C=CC(C)=CC=2)N1)(C)C.C(N1C(=O)C(=O)C(OC)N1)(C)C.C(N1C(=O)C(=O)C(OCC)N1)(C)C.C(N1C(=O)C(=O)C(N(C)C)N1)(C)C.C(N1C(=O)C(=O)C(N(CC)CC)N1)(C)C.C(N1C(=O)C(=O)C(NC(=O)C)N1)(C)C.C(N1C(=O)C(=O)C(C(O)=O)N1)(C)C.C(N1C(=O)C(=O)C(C(OC)=O)N1)(C)C.C(N1C(=O)C(=O)C(C(OCC)=O)N1)(C)C. Given the product [CH:1]([N:4]1[C:8](=[O:9])[C:7](=[O:10])[CH2:6][NH:5]1)([CH3:3])[CH3:2], predict the reactants needed to synthesize it. (6) Given the product [Br:8][C:4]1[CH:3]=[C:2]([C:21]2[CH:22]=[CH:17][CH:18]=[C:19]([N:23]3[C:24]4[CH:25]=[CH:26][CH:27]=[CH:28][C:29]=4[C:30]4[C:35]3=[CH:34][CH:33]=[CH:32][CH:31]=4)[CH:20]=2)[CH:7]=[CH:6][CH:5]=1, predict the reactants needed to synthesize it. The reactants are: Br[C:2]1[CH:7]=[CH:6][CH:5]=[C:4]([Br:8])[CH:3]=1.CC1(C)C(C)(C)OB([C:17]2[CH:18]=[C:19]([N:23]3[C:35]4[CH:34]=[CH:33][CH:32]=[CH:31][C:30]=4[C:29]4[C:24]3=[CH:25][CH:26]=[CH:27][CH:28]=4)[CH:20]=[CH:21][CH:22]=2)O1.C([O-])(=O)C.[K+]. (7) Given the product [CH2:17]([C:19]1[NH:23][C:22]([C:24]([NH:1][C@H:2]2[CH2:7][CH2:6][N:5]([C:8]([O:10][C:11]([CH3:12])([CH3:13])[CH3:14])=[O:9])[CH2:4][C@H:3]2[O:15][CH3:16])=[O:25])=[N:21][C:20]=1[CH3:27])[CH3:18], predict the reactants needed to synthesize it. The reactants are: [NH2:1][C@H:2]1[CH2:7][CH2:6][N:5]([C:8]([O:10][C:11]([CH3:14])([CH3:13])[CH3:12])=[O:9])[CH2:4][C@H:3]1[O:15][CH3:16].[CH2:17]([C:19]1[NH:23][C:22]([C:24](O)=[O:25])=[N:21][C:20]=1[CH3:27])[CH3:18].CCN=C=NCCCN(C)C.Cl. (8) Given the product [CH2:44]([CH:39]([CH2:40][CH2:41][CH2:42][CH3:43])[CH2:38][N:30]([CH2:29][CH:28]([CH2:26][CH3:27])[CH2:46][CH2:47][CH2:48][CH3:49])[C:31]1[CH:36]=[CH:35][C:34](/[N:51]=[N:18]/[C:6]2[CH:7]=[CH:8][C:9](/[N:10]=[N:11]/[C:12]3[CH:17]=[CH:16][CH:15]=[CH:14][CH:13]=3)=[C:4]([O:3][CH3:2])[CH:5]=2)=[C:33]([CH3:37])[CH:32]=1)[CH3:45], predict the reactants needed to synthesize it. The reactants are: [Cl-].[CH3:2][O:3][C:4]1[CH:5]=[C:6]([NH3+:18])[CH:7]=[CH:8][C:9]=1[N:10]=[N:11][C:12]1[CH:17]=[CH:16][CH:15]=[CH:14][CH:13]=1.N(OS(=O)(=O)O)=O.[CH2:26]([CH:28]([CH2:46][CH2:47][CH2:48][CH3:49])[CH2:29][N:30]([CH2:38][CH:39]([CH2:44][CH3:45])[CH2:40][CH2:41][CH2:42][CH3:43])[C:31]1[CH:36]=[CH:35][CH:34]=[C:33]([CH3:37])[CH:32]=1)[CH3:27].S(=O)(=O)(O)[NH2:51]. (9) Given the product [C:47]([C:44]1[CH:45]=[CH:46][C:41]([NH:40][C:32]([NH:19][C:18]2[CH:17]=[CH:16][C:15]([C:12]3[N:11]=[C:10]([N:22]4[CH2:27][CH2:26][O:25][CH2:24][CH2:23]4)[C:9]4[C:14](=[C:5]5[CH:4]=[CH:3][N:2]([CH3:1])[C:6]5=[CH:7][CH:8]=4)[N:13]=3)=[CH:21][CH:20]=2)=[O:38])=[CH:42][CH:43]=1)(=[O:49])[CH3:48], predict the reactants needed to synthesize it. The reactants are: [CH3:1][N:2]1[C:6]2=[CH:7][CH:8]=[C:9]3[C:14]([N:13]=[C:12]([C:15]4[CH:21]=[CH:20][C:18]([NH2:19])=[CH:17][CH:16]=4)[N:11]=[C:10]3[N:22]3[CH2:27][CH2:26][O:25][CH2:24][CH2:23]3)=[C:5]2[CH:4]=[CH:3]1.ClC(Cl)(O[C:32](=[O:38])OC(Cl)(Cl)Cl)Cl.[NH2:40][C:41]1[CH:46]=[CH:45][C:44]([C:47](=[O:49])[CH3:48])=[CH:43][CH:42]=1.